This data is from Forward reaction prediction with 1.9M reactions from USPTO patents (1976-2016). The task is: Predict the product of the given reaction. Given the reactants [Cl:1][C:2]1[C:7]([CH:8]=O)=[C:6]([F:10])[C:5]([CH3:11])=[CH:4][CH:3]=1.S([O-])(OCCCCCCCCCCCC)(=O)=O.[Na+].C(OI(C1C=CC=CC=1)OC(=O)C)(=O)C.C([O-])(=O)C.[NH4+:49], predict the reaction product. The product is: [Cl:1][C:2]1[C:7]([C:8]#[N:49])=[C:6]([F:10])[C:5]([CH3:11])=[CH:4][CH:3]=1.